Dataset: Peptide-MHC class II binding affinity with 134,281 pairs from IEDB. Task: Regression. Given a peptide amino acid sequence and an MHC pseudo amino acid sequence, predict their binding affinity value. This is MHC class II binding data. (1) The peptide sequence is YDKFLAIVSTVLTGK. The MHC is DRB1_1602 with pseudo-sequence DRB1_1602. The binding affinity (normalized) is 0.990. (2) The MHC is HLA-DQA10201-DQB10202 with pseudo-sequence HLA-DQA10201-DQB10202. The binding affinity (normalized) is 0.403. The peptide sequence is RVPEDLLAMVVAVEQ. (3) The peptide sequence is INEPTADAIAYGLDR. The MHC is HLA-DQA10102-DQB10602 with pseudo-sequence HLA-DQA10102-DQB10602. The binding affinity (normalized) is 0.514.